Dataset: Full USPTO retrosynthesis dataset with 1.9M reactions from patents (1976-2016). Task: Predict the reactants needed to synthesize the given product. (1) Given the product [F:23][C:24]1[C:25]([O:12][CH2:11][CH2:10][CH2:9][C:8]2[C:4]([CH:1]([CH3:3])[CH3:2])=[N:5][N:6]([C:13]3[CH:18]=[CH:17][C:16]([C:19]([F:21])([F:20])[F:22])=[CH:15][N:14]=3)[CH:7]=2)=[C:26]([CH2:30][C:31]([OH:33])=[O:32])[CH:27]=[CH:28][CH:29]=1, predict the reactants needed to synthesize it. The reactants are: [CH:1]([C:4]1[C:8]([CH2:9][CH2:10][CH2:11][OH:12])=[CH:7][N:6]([C:13]2[CH:18]=[CH:17][C:16]([C:19]([F:22])([F:21])[F:20])=[CH:15][N:14]=2)[N:5]=1)([CH3:3])[CH3:2].[F:23][C:24]1[C:25](O)=[C:26]([CH2:30][C:31]([O:33]C)=[O:32])[CH:27]=[CH:28][CH:29]=1.C(P(CCCC)CCCC)CCC.N(C(N1CCCCC1)=O)=NC(N1CCCCC1)=O. (2) Given the product [C:12]1([CH:10]2[O:3][N:1]=[C:4]([C:5]([O:7][CH2:8][CH3:9])=[O:6])[CH2:11]2)[CH:17]=[CH:16][CH:15]=[CH:14][CH:13]=1, predict the reactants needed to synthesize it. The reactants are: [N+:1]([CH2:4][C:5]([O:7][CH2:8][CH3:9])=[O:6])([O-:3])=O.[CH:10]([CH:12]1[CH2:17][CH2:16][CH2:15][CH2:14][CH2:13]1)=[CH2:11].N12CCN(CC1)CC2.